This data is from NCI-60 drug combinations with 297,098 pairs across 59 cell lines. The task is: Regression. Given two drug SMILES strings and cell line genomic features, predict the synergy score measuring deviation from expected non-interaction effect. (1) Drug 1: C1C(C(OC1N2C=NC3=C(N=C(N=C32)Cl)N)CO)O. Drug 2: C1=NC2=C(N1)C(=S)N=CN2. Cell line: ACHN. Synergy scores: CSS=39.9, Synergy_ZIP=-3.26, Synergy_Bliss=1.29, Synergy_Loewe=3.85, Synergy_HSA=5.87. (2) Drug 1: CC1=C(C=C(C=C1)NC(=O)C2=CC=C(C=C2)CN3CCN(CC3)C)NC4=NC=CC(=N4)C5=CN=CC=C5. Drug 2: C(CC(=O)O)C(=O)CN.Cl. Cell line: NCIH23. Synergy scores: CSS=13.8, Synergy_ZIP=-3.94, Synergy_Bliss=-0.367, Synergy_Loewe=0.864, Synergy_HSA=1.14. (3) Drug 1: CC(CN1CC(=O)NC(=O)C1)N2CC(=O)NC(=O)C2. Drug 2: CC=C1C(=O)NC(C(=O)OC2CC(=O)NC(C(=O)NC(CSSCCC=C2)C(=O)N1)C(C)C)C(C)C. Cell line: T-47D. Synergy scores: CSS=12.7, Synergy_ZIP=0.673, Synergy_Bliss=2.27, Synergy_Loewe=1.18, Synergy_HSA=2.78. (4) Drug 1: CC1=C(C=C(C=C1)NC2=NC=CC(=N2)N(C)C3=CC4=NN(C(=C4C=C3)C)C)S(=O)(=O)N.Cl. Drug 2: CC(C)NC(=O)C1=CC=C(C=C1)CNNC.Cl. Cell line: TK-10. Synergy scores: CSS=-3.76, Synergy_ZIP=0.938, Synergy_Bliss=-2.28, Synergy_Loewe=-4.45, Synergy_HSA=-4.54. (5) Drug 1: CN(C)N=NC1=C(NC=N1)C(=O)N. Drug 2: CCN(CC)CCCC(C)NC1=C2C=C(C=CC2=NC3=C1C=CC(=C3)Cl)OC. Cell line: UO-31. Synergy scores: CSS=18.5, Synergy_ZIP=-3.22, Synergy_Bliss=3.80, Synergy_Loewe=4.21, Synergy_HSA=4.62. (6) Drug 1: CN1CCC(CC1)COC2=C(C=C3C(=C2)N=CN=C3NC4=C(C=C(C=C4)Br)F)OC. Drug 2: CCC1(C2=C(COC1=O)C(=O)N3CC4=CC5=C(C=CC(=C5CN(C)C)O)N=C4C3=C2)O.Cl. Cell line: SR. Synergy scores: CSS=55.3, Synergy_ZIP=1.07, Synergy_Bliss=2.17, Synergy_Loewe=-43.2, Synergy_HSA=2.24.